This data is from Full USPTO retrosynthesis dataset with 1.9M reactions from patents (1976-2016). The task is: Predict the reactants needed to synthesize the given product. Given the product [CH2:1]([C:3]1[CH:4]=[C:5]([CH:6]=[CH:7][C:8]=1[CH2:9][CH3:10])[CH2:11][C:12]([CH2:13][C:14](=[O:15])[N:27]1[CH2:28][CH2:29][CH:30]([N:33]2[CH2:42][C:41]3[C:36](=[CH:37][CH:38]=[CH:39][CH:40]=3)[NH:35][C:34]2=[O:43])[CH2:31][CH2:32]1)([C:17]([O:19][CH2:20][CH3:21])=[O:18])[C:22]([O:24][CH2:25][CH3:26])=[O:23])[CH3:2], predict the reactants needed to synthesize it. The reactants are: [CH2:1]([C:3]1[CH:4]=[C:5]([CH2:11][C:12]([C:22]([O:24][CH2:25][CH3:26])=[O:23])([C:17]([O:19][CH2:20][CH3:21])=[O:18])[CH2:13][C:14](O)=[O:15])[CH:6]=[CH:7][C:8]=1[CH2:9][CH3:10])[CH3:2].[NH:27]1[CH2:32][CH2:31][CH:30]([N:33]2[CH2:42][C:41]3[C:36](=[CH:37][CH:38]=[CH:39][CH:40]=3)[NH:35][C:34]2=[O:43])[CH2:29][CH2:28]1.